The task is: Predict which catalyst facilitates the given reaction.. This data is from Catalyst prediction with 721,799 reactions and 888 catalyst types from USPTO. (1) Reactant: [CH2:1]([C:3]1[CH:10]=[CH:9][CH:8]=[C:7]([CH3:11])[C:4]=1[CH2:5][Br:6])[CH3:2].C1([P:18](C2C=CC=CC=2)C2C=CC=CC=2)C=CC=CC=1. The catalyst class is: 11. Product: [Br-:6].[CH2:1]([C:3]1[CH:10]=[CH:9][CH:8]=[C:7]([CH3:11])[C:4]=1[CH2:5][PH3+:18])[CH3:2]. (2) Reactant: [C:1]([C:4]1[N:5]([CH2:26][CH3:27])[C:6]2[C:11]([N:12]=1)=[C:10]([NH:13][C@H:14]1[CH2:18][CH2:17][N:16](C(OC(C)(C)C)=O)[CH2:15]1)[N:9]=[CH:8][N:7]=2)(=[O:3])[NH2:2].[F:28][C:29]([F:34])([F:33])[C:30]([OH:32])=[O:31]. Product: [CH2:26]([N:5]1[C:4]([C:1]([NH2:2])=[O:3])=[N:12][C:11]2[C:6]1=[N:7][CH:8]=[N:9][C:10]=2[NH:13][C@H:14]1[CH2:18][CH2:17][NH:16][CH2:15]1)[CH3:27].[C:30]([OH:32])([C:29]([F:34])([F:33])[F:28])=[O:31]. The catalyst class is: 4. (3) Reactant: [C:1]([CH2:3][O:4][C:5]1[CH:10]=[CH:9][C:8]([N+:11]([O-:13])=[O:12])=[CH:7][CH:6]=1)#[N:2].Cl.[OH:15][NH2:16].C(N([CH2:22][CH3:23])CC)C. Product: [CH3:23][C:22]1[O:15][N:16]=[C:1]([CH2:3][O:4][C:5]2[CH:6]=[CH:7][C:8]([N+:11]([O-:13])=[O:12])=[CH:9][CH:10]=2)[N:2]=1. The catalyst class is: 5. (4) Reactant: [CH3:1][O:2][C:3]1[CH:52]=[CH:51][C:6]([C:7]([O:22][CH2:23][C:24]2[CH:25]=[C:26]([CH:48]=[CH:49][CH:50]=2)[CH2:27][NH:28][C:29]([NH:31][CH2:32][C:33]2[CH:38]=[CH:37][CH:36]=[C:35]([CH2:39][O:40][Si](C(C)(C)C)(C)C)[N:34]=2)=[S:30])([C:16]2[CH:21]=[CH:20][CH:19]=[CH:18][CH:17]=2)[C:8]2[CH:13]=[CH:12][C:11]([O:14][CH3:15])=[CH:10][CH:9]=2)=[CH:5][CH:4]=1. Product: [CH3:15][O:14][C:11]1[CH:10]=[CH:9][C:8]([C:7]([O:22][CH2:23][C:24]2[CH:25]=[C:26]([CH:48]=[CH:49][CH:50]=2)[CH2:27][NH:28][C:29]([NH:31][CH2:32][C:33]2[CH:38]=[CH:37][CH:36]=[C:35]([CH2:39][OH:40])[N:34]=2)=[S:30])([C:16]2[CH:17]=[CH:18][CH:19]=[CH:20][CH:21]=2)[C:6]2[CH:5]=[CH:4][C:3]([O:2][CH3:1])=[CH:52][CH:51]=2)=[CH:13][CH:12]=1. The catalyst class is: 1. (5) Reactant: C(=O)([O-])[O-:2].[K+].[K+].[C:7]([O:11][C:12]([NH:14][C:15]([C:35]#[N:36])([CH2:21][C:22]([O:24][CH:25]1[CH:30]([CH:31]([CH3:33])[CH3:32])[CH2:29][CH2:28][CH:27]([CH3:34])[CH2:26]1)=[O:23])[C:16]([O:18][CH2:19][CH3:20])=[O:17])=[O:13])([CH3:10])([CH3:9])[CH3:8].OO. Product: [C:7]([O:11][C:12]([NH:14][C:15]([C:35](=[O:2])[NH2:36])([CH2:21][C:22]([O:24][CH:25]1[CH:30]([CH:31]([CH3:32])[CH3:33])[CH2:29][CH2:28][CH:27]([CH3:34])[CH2:26]1)=[O:23])[C:16]([O:18][CH2:19][CH3:20])=[O:17])=[O:13])([CH3:8])([CH3:10])[CH3:9]. The catalyst class is: 283.